This data is from Reaction yield outcomes from USPTO patents with 853,638 reactions. The task is: Predict the reaction yield, written as a fraction of the theoretical maximum amount of product (1.0 means a 100% yield; for example, 0.34 means a 34% yield). (1) The reactants are S(=O)(=O)(O)O.[F:6][C:7]1[CH:8]=[C:9]([CH2:14][CH2:15][CH2:16][C:17]([OH:19])=O)[CH:10]=[C:11]([F:13])[CH:12]=1. The catalyst is O. The product is [F:13][C:11]1[CH:10]=[C:9]2[C:8](=[C:7]([F:6])[CH:12]=1)[C:17](=[O:19])[CH2:16][CH2:15][CH2:14]2. The yield is 0.620. (2) The reactants are [F:1][C:2]1[CH:7]=[CH:6][C:5](N)=[CH:4][C:3]=1[CH3:9].FC(F)(F)C(O)=O.[ClH:17].N([O-])=O.[Na+].[S:22](=[O:25])(O)[OH:23]. The catalyst is O.[Cu](Cl)Cl.[Cu]Cl.C(O)(=O)C. The product is [F:1][C:2]1[CH:7]=[CH:6][C:5]([S:22]([Cl:17])(=[O:25])=[O:23])=[CH:4][C:3]=1[CH3:9]. The yield is 0.312. (3) The product is [CH:1]1([CH2:6][CH:7]([C:11]2[CH:16]=[CH:15][C:14]([O:17][CH3:18])=[CH:13][CH:12]=2)[C:8]([NH:25][C:26]2[S:27][CH:28]=[CH:29][N:30]=2)=[O:10])[CH2:2][CH2:3][CH2:4][CH2:5]1. The reactants are [CH:1]1([CH2:6][CH:7]([C:11]2[CH:16]=[CH:15][C:14]([O:17][CH3:18])=[CH:13][CH:12]=2)[C:8]([OH:10])=O)[CH2:5][CH2:4][CH2:3][CH2:2]1.C(Cl)(=O)C(Cl)=O.[NH2:25][C:26]1[S:27][CH:28]=[CH:29][N:30]=1.C(N(CC)C(C)C)(C)C. The catalyst is C(Cl)Cl.CN(C)C=O.O1CCCC1. The yield is 0.958. (4) The reactants are [CH2:1]([O:3][C:4](=[O:42])[CH:5]([O:7][P:8]([CH2:17][C:18]([CH3:41])=[CH:19][CH2:20][C:21]1[C:22]([O:34]CC[Si](C)(C)C)=[C:23]2[C:27](=[C:28]([CH3:32])[C:29]=1[O:30][CH3:31])[CH2:26][O:25][C:24]2=[O:33])([O:10][C:11]1[CH:16]=[CH:15][CH:14]=[CH:13][CH:12]=1)=[O:9])[CH3:6])[CH3:2].C(O)(C(F)(F)F)=O. The catalyst is C(Cl)Cl. The product is [CH2:1]([O:3][C:4](=[O:42])[CH:5]([O:7][P:8]([CH2:17][C:18]([CH3:41])=[CH:19][CH2:20][C:21]1[C:22]([OH:34])=[C:23]2[C:27](=[C:28]([CH3:32])[C:29]=1[O:30][CH3:31])[CH2:26][O:25][C:24]2=[O:33])([O:10][C:11]1[CH:16]=[CH:15][CH:14]=[CH:13][CH:12]=1)=[O:9])[CH3:6])[CH3:2]. The yield is 0.900. (5) The reactants are OC[CH2:3][C:4]1[C:9]([O:10][CH3:11])=[CH:8][CH:7]=[CH:6][C:5]=1[NH:12]C(=O)C(C)(C)C.[OH-].[Na+]. The catalyst is Br. The product is [O:10]1[C:9]2=[CH:8][CH:7]=[CH:6][C:5]([NH2:12])=[C:4]2[CH2:3][CH2:11]1. The yield is 0.400.